Task: Predict which catalyst facilitates the given reaction.. Dataset: Catalyst prediction with 721,799 reactions and 888 catalyst types from USPTO (1) Reactant: [NH2:1][C:2]1[C:11]2[C:6](=[CH:7][CH:8]=[CH:9][CH:10]=2)[C:5]([C:12]2[CH:13]=[CH:14][C:15]([CH2:19][C:20]3[CH:21]=NC=[CH:24][CH:25]=3)=[C:16]([OH:18])[CH:17]=2)=[CH:4][CH:3]=1.CC(C)([O-:29])C.[K+]. Product: [NH2:1][C:2]1[C:11]2[C:6](=[CH:7][CH:8]=[CH:9][CH:10]=2)[C:5]([C:12]2[CH:13]=[CH:14][C:15]([CH2:19][CH:20]3[CH2:25][CH2:24][O:29][CH2:21]3)=[C:16]([OH:18])[CH:17]=2)=[CH:4][CH:3]=1. The catalyst class is: 107. (2) Reactant: C(OC([N:8]1[CH2:13][CH:12]=[C:11]([C:14]2[N:19]=[CH:18][C:17]([NH:20][C:21]([C:23]3[CH:24]=[N:25][N:26]([C:29]4[CH:34]=[CH:33][C:32]([C:35]([F:38])([F:37])[F:36])=[CH:31][N:30]=4)[C:27]=3[CH3:28])=[O:22])=[CH:16][C:15]=2[CH3:39])[CH2:10][CH2:9]1)=O)(C)(C)C.FC(F)(F)C(O)=O.[OH-].[Na+]. Product: [CH3:28][C:27]1[N:26]([C:29]2[CH:34]=[CH:33][C:32]([C:35]([F:37])([F:38])[F:36])=[CH:31][N:30]=2)[N:25]=[CH:24][C:23]=1[C:21]([NH:20][C:17]1[CH:18]=[N:19][C:14]([C:11]2[CH2:12][CH2:13][NH:8][CH2:9][CH:10]=2)=[C:15]([CH3:39])[CH:16]=1)=[O:22]. The catalyst class is: 4. (3) Reactant: [NH2:1]/[C:2](/[CH3:9])=[CH:3]/[C:4]([O:6][CH2:7][CH3:8])=[O:5].Cl. Product: [CH3:9][C:2]1[NH:1][C:4](=[O:5])[CH:3]=[C:2]([CH3:9])[C:3]=1[C:4]([O:6][CH2:7][CH3:8])=[O:5]. The catalyst class is: 857. (4) Reactant: [CH3:1][O:2][C:3]1[CH:4]=[C:5]([C:13]2[C:14]([CH3:20])([CH3:19])[C:15](=[O:18])[NH:16][N:17]=2)[CH:6]=[CH:7][C:8]=1[O:9]COC.Cl.O. Product: [CH3:1][O:2][C:3]1[CH:4]=[C:5]([C:13]2[C:14]([CH3:20])([CH3:19])[C:15](=[O:18])[NH:16][N:17]=2)[CH:6]=[CH:7][C:8]=1[OH:9]. The catalyst class is: 92. (5) Reactant: [NH:1]1[CH:5]=[C:4]([CH:6]=[O:7])[CH:3]=[N:2]1.C(=O)([O-])[O-].[K+].[K+].Br[CH2:15][CH2:16][OH:17]. Product: [OH:17][CH2:16][CH2:15][N:1]1[CH:5]=[C:4]([CH:6]=[O:7])[CH:3]=[N:2]1. The catalyst class is: 23. (6) Reactant: [O:1]1[CH2:6][CH2:5][N:4]([CH2:7][CH2:8][CH2:9][N:10]2[C:19]3[C:14](=[CH:15][C:16]([N+:20]([O-])=O)=[CH:17][CH:18]=3)[CH2:13][CH2:12][C:11]2=[O:23])[CH2:3][CH2:2]1.O.NN. Product: [NH2:20][C:16]1[CH:15]=[C:14]2[C:19](=[CH:18][CH:17]=1)[N:10]([CH2:9][CH2:8][CH2:7][N:4]1[CH2:3][CH2:2][O:1][CH2:6][CH2:5]1)[C:11](=[O:23])[CH2:12][CH2:13]2. The catalyst class is: 94. (7) Reactant: [CH2:1]([O:15][CH2:16][C:17]([CH2:22][O:23][CH2:24][CH2:25][CH2:26][CH2:27][CH2:28][CH2:29][CH2:30][CH2:31][CH2:32][CH2:33][CH2:34][CH2:35][CH2:36][CH3:37])([CH2:20][OH:21])[CH2:18][OH:19])[CH2:2][CH2:3][CH2:4][CH2:5][CH2:6][CH2:7][CH2:8][CH2:9][CH2:10][CH2:11][CH2:12][CH2:13][CH3:14].CS(C)=O.C(Cl)(=O)C(Cl)=O. Product: [CH2:24]([O:23][CH2:22][C:17]([CH2:16][O:15][CH2:1][CH2:2][CH2:3][CH2:4][CH2:5][CH2:6][CH2:7][CH2:8][CH2:9][CH2:10][CH2:11][CH2:12][CH2:13][CH3:14])([CH:18]=[O:19])[CH:20]=[O:21])[CH2:25][CH2:26][CH2:27][CH2:28][CH2:29][CH2:30][CH2:31][CH2:32][CH2:33][CH2:34][CH2:35][CH2:36][CH3:37]. The catalyst class is: 2. (8) Reactant: Cl.Cl.[CH3:3][C@@:4]1([CH2:15][N:16]2[CH2:21][CH2:20][NH:19][CH2:18][CH2:17]2)[O:8][C:7]2=[N:9][C:10]([N+:12]([O-:14])=[O:13])=[CH:11][N:6]2[CH2:5]1.CN(C=O)C.C(=O)([O-])[O-].[K+].[K+].[Cl:33][C:34]1[CH:39]=[CH:38][C:37]([CH2:40][CH2:41][S:42](Cl)(=[O:44])=[O:43])=[CH:36][CH:35]=1. Product: [Cl:33][C:34]1[CH:35]=[CH:36][C:37]([CH2:40][CH2:41][S:42]([N:19]2[CH2:18][CH2:17][N:16]([CH2:15][C@:4]3([CH3:3])[O:8][C:7]4=[N:9][C:10]([N+:12]([O-:14])=[O:13])=[CH:11][N:6]4[CH2:5]3)[CH2:21][CH2:20]2)(=[O:44])=[O:43])=[CH:38][CH:39]=1. The catalyst class is: 6. (9) Reactant: [C:1](/[CH:3]=[CH:4]/[S:5]([C:8]1[CH:13]=[CH:12][C:11]([C:14]([CH3:19])([CH3:18])[C:15]([OH:17])=O)=[CH:10][CH:9]=1)(=[O:7])=[O:6])#[N:2].[F:20][C:21]1[CH:22]=[C:23]([CH:26]=[CH:27][CH:28]=1)[CH2:24][NH2:25].Cl.CN(C)CCCN=C=NCC.ON1C2C=CC=CC=2N=N1. Product: [C:1](/[CH:3]=[CH:4]/[S:5]([C:8]1[CH:9]=[CH:10][C:11]([C:14]([CH3:19])([CH3:18])[C:15]([NH:25][CH2:24][C:23]2[CH:26]=[CH:27][CH:28]=[C:21]([F:20])[CH:22]=2)=[O:17])=[CH:12][CH:13]=1)(=[O:6])=[O:7])#[N:2]. The catalyst class is: 10. (10) The catalyst class is: 1. Reactant: [H-].C([Al+]CC(C)C)C(C)C.[Cl:11][C:12]1[C:17]([O:18][CH3:19])=[C:16]([C:20](OC)=[O:21])[CH:15]=[C:14]([CH:24]2[CH2:26][CH2:25]2)[C:13]=1[C:27]1[CH:32]=[CH:31][C:30]([F:33])=[CH:29][CH:28]=1.O.O.O.O.O.O.O.O.O.O.S([O-])([O-])(=O)=O.[Na+].[Na+]. Product: [Cl:11][C:12]1[C:17]([O:18][CH3:19])=[C:16]([CH2:20][OH:21])[CH:15]=[C:14]([CH:24]2[CH2:26][CH2:25]2)[C:13]=1[C:27]1[CH:28]=[CH:29][C:30]([F:33])=[CH:31][CH:32]=1.